This data is from Forward reaction prediction with 1.9M reactions from USPTO patents (1976-2016). The task is: Predict the product of the given reaction. Given the reactants [NH2:1][C:2]1[CH:31]=[CH:30][C:5]([O:6][C:7]2[CH:12]=[CH:11][N:10]=[C:9]3[CH:13]=[C:14]([C:16]4[CH:21]=[CH:20][C:19]([C:22]([N:24]5[CH2:29][CH2:28][O:27][CH2:26][CH2:25]5)=[O:23])=[CH:18][CH:17]=4)[S:15][C:8]=23)=[C:4]([F:32])[CH:3]=1.[CH2:33]([N:40]1[CH:45]=[CH:44][N:43]=[C:42]([C:46](O)=[O:47])[C:41]1=[O:49])[C:34]1[CH:39]=[CH:38][CH:37]=[CH:36][CH:35]=1, predict the reaction product. The product is: [CH2:33]([N:40]1[CH:45]=[CH:44][N:43]=[C:42]([C:46]([NH:1][C:2]2[CH:31]=[CH:30][C:5]([O:6][C:7]3[CH:12]=[CH:11][N:10]=[C:9]4[CH:13]=[C:14]([C:16]5[CH:17]=[CH:18][C:19]([C:22]([N:24]6[CH2:25][CH2:26][O:27][CH2:28][CH2:29]6)=[O:23])=[CH:20][CH:21]=5)[S:15][C:8]=34)=[C:4]([F:32])[CH:3]=2)=[O:47])[C:41]1=[O:49])[C:34]1[CH:35]=[CH:36][CH:37]=[CH:38][CH:39]=1.